This data is from Forward reaction prediction with 1.9M reactions from USPTO patents (1976-2016). The task is: Predict the product of the given reaction. (1) Given the reactants CCN(CC)CC.[C:8]([O:16][CH2:17][C@@H:18]1[C@@H:22]([O:23][C:24](=[O:31])[C:25]2[CH:30]=[CH:29][CH:28]=[CH:27][CH:26]=2)[C@@:21]([Cl:33])([F:32])[CH:20]([OH:34])[O:19]1)(=[O:15])[C:9]1[CH:14]=[CH:13][CH:12]=[CH:11][CH:10]=1.[CH3:35][S:36](Cl)(=[O:38])=[O:37].Cl, predict the reaction product. The product is: [C:8]([O:16][CH2:17][C@@H:18]1[C@@H:22]([O:23][C:24](=[O:31])[C:25]2[CH:26]=[CH:27][CH:28]=[CH:29][CH:30]=2)[C@@:21]([Cl:33])([F:32])[CH:20]([O:34][S:36]([CH3:35])(=[O:38])=[O:37])[O:19]1)(=[O:15])[C:9]1[CH:10]=[CH:11][CH:12]=[CH:13][CH:14]=1. (2) The product is: [CH2:1]([NH:9][C:10]([NH:12][C:13]1[N:14]=[C:15]2[CH:21]=[CH:20][NH:19][C:16]2=[N:17][CH:18]=1)=[O:11])[CH2:2][C:3]1[CH:4]=[CH:5][CH:6]=[CH:7][CH:8]=1. Given the reactants [CH2:1]([NH:9][C:10]([NH:12][C:13]1[N:14]=[C:15]2[CH:21]=[CH:20][N:19](COCC[Si](C)(C)C)[C:16]2=[N:17][CH:18]=1)=[O:11])[CH2:2][C:3]1[CH:8]=[CH:7][CH:6]=[CH:5][CH:4]=1.[F-].C([N+](CCCC)(CCCC)CCCC)CCC.C(N)CN, predict the reaction product. (3) Given the reactants [NH2:1][CH2:2][CH2:3][C:4]1[CH:19]=[CH:18][C:7]([O:8][C:9]2[CH:17]=[CH:16][C:12]([C:13]([NH2:15])=[O:14])=[CH:11][N:10]=2)=[CH:6][CH:5]=1.[CH3:20][O:21][C:22]1[CH:29]=[CH:28][CH:27]=[CH:26][C:23]=1[CH:24]=O.[BH4-].[Na+], predict the reaction product. The product is: [CH3:20][O:21][C:22]1[CH:29]=[CH:28][CH:27]=[CH:26][C:23]=1[CH2:24][NH:1][CH2:2][CH2:3][C:4]1[CH:19]=[CH:18][C:7]([O:8][C:9]2[CH:17]=[CH:16][C:12]([C:13]([NH2:15])=[O:14])=[CH:11][N:10]=2)=[CH:6][CH:5]=1.